Dataset: Forward reaction prediction with 1.9M reactions from USPTO patents (1976-2016). Task: Predict the product of the given reaction. (1) Given the reactants [CH3:1][O:2][CH:3]1[CH2:8][CH2:7][CH:6](/[CH:9]=[C:10]2/[C:11](=[O:25])[CH:12]([C:16]3[C:21]([CH3:22])=[CH:20][C:19]([CH3:23])=[CH:18][C:17]=3[CH3:24])[C:13](=[O:15])[CH2:14]/2)[CH2:5][CH2:4]1, predict the reaction product. The product is: [CH3:1][O:2][CH:3]1[CH2:8][CH2:7][CH:6]([CH2:9][CH:10]2[CH2:14][C:13](=[O:15])[CH:12]([C:16]3[C:21]([CH3:22])=[CH:20][C:19]([CH3:23])=[CH:18][C:17]=3[CH3:24])[C:11]2=[O:25])[CH2:5][CH2:4]1. (2) Given the reactants C([O:3][C:4]([C:6]1([NH:11][C:12]([CH:14]2[CH2:18][CH:17]([O:19][C:20]3[C:29]4[C:24](=[CH:25][C:26]([O:30][CH3:31])=[CH:27][CH:28]=4)[N:23]=[C:22]([C:32]4[CH:37]=[CH:36][CH:35]=[CH:34][CH:33]=4)[CH:21]=3)[CH2:16][NH:15]2)=[O:13])[CH2:8][CH:7]1[CH:9]=[CH2:10])=[O:5])C.C(OC(C1(NC(C2CC(OC3C4C(=CC(OC)=CC=4)N=C(C4C=CC=CC=4)C=3)CN2C(=O)NC([C:82](=[O:94])[NH:83][CH:84]2[C:92]3[C:87](=[CH:88][CH:89]=[CH:90][CH:91]=3)C[CH:85]2[OH:93])C(C)(C)C)=O)CC1C=C)=O)C.C1([C@H](CO)N)C=CC=CC=1.OC1CC2C(=CC=CC=2)C1NC(C(N1CC(OC2C3C(=CC(OC)=CC=3)C=C(C3C=CC=CC=3)C=2)CC1C1(C(O)=O)CC1C=C)C(C)(C)C)=O, predict the reaction product. The product is: [OH:93][CH2:85][C@H:84]([NH:83][C:82]([N:15]1[CH2:16][C@H:17]([O:19][C:20]2[C:29]3[C:24](=[CH:25][C:26]([O:30][CH3:31])=[CH:27][CH:28]=3)[N:23]=[C:22]([C:32]3[CH:33]=[CH:34][CH:35]=[CH:36][CH:37]=3)[CH:21]=2)[CH2:18][C@H:14]1[C:12]([NH:11][C@:6]1([C:4]([OH:3])=[O:5])[CH2:8][C@H:7]1[CH:9]=[CH2:10])=[O:13])=[O:94])[C:92]1[CH:87]=[CH:88][CH:89]=[CH:90][CH:91]=1. (3) Given the reactants Cl[C:2]1[N:7]=[C:6]([NH:8][CH:9]2[CH2:17][CH:16]3[N:12]([CH2:13][CH2:14][CH2:15]3)[C:11]([CH3:19])([CH3:18])[CH2:10]2)[C:5]([F:20])=[CH:4][N:3]=1.[O:21]1[CH2:25][CH2:24][C@H:23]([O:26][C:27]2[CH:34]=[CH:33][C:32]([NH2:35])=[CH:31][C:28]=2[C:29]#[N:30])[CH2:22]1, predict the reaction product. The product is: [NH3:3].[CH3:22][OH:21].[O:21]1[CH2:25][CH2:24][C@H:23]([O:26][C:27]2[CH:34]=[CH:33][C:32]([NH:35][C:2]3[N:7]=[C:6]([NH:8][CH:9]4[CH2:17][CH:16]5[N:12]([CH2:13][CH2:14][CH2:15]5)[C:11]([CH3:19])([CH3:18])[CH2:10]4)[C:5]([F:20])=[CH:4][N:3]=3)=[CH:31][C:28]=2[C:29]#[N:30])[CH2:22]1. (4) Given the reactants [NH2:1][C:2]1[S:3][C:4]([CH3:10])=[C:5]([CH3:9])[C:6]=1[C:7]#[N:8].C(O)(=O)C.[NH3:15].CCO[C:19](OCC)(OCC)[C:20]1[CH:25]=[CH:24][CH:23]=[CH:22][CH:21]=1, predict the reaction product. The product is: [CH3:9][C:5]1[C:6]2[C:7]([NH2:15])=[N:8][C:19]([C:20]3[CH:25]=[CH:24][CH:23]=[CH:22][CH:21]=3)=[N:1][C:2]=2[S:3][C:4]=1[CH3:10]. (5) Given the reactants [F:1][C:2]1[CH:33]=[CH:32][C:5]([CH2:6][N:7]2[C:19](=[O:20])[C:18]3[C:17]([O:21][CH2:22][O:23][CH3:24])=[C:16]4[C:11]([CH:12]=[CH:13][CH:14]=[N:15]4)=[C:10]([O:25]C(=O)OCC)[C:9]=3[C:8]2=[O:31])=[CH:4][CH:3]=1.C([O-])([O-])=O.[K+].[K+], predict the reaction product. The product is: [F:1][C:2]1[CH:3]=[CH:4][C:5]([CH2:6][N:7]2[C:19](=[O:20])[C:18]3[C:17]([O:21][CH2:22][O:23][CH3:24])=[C:16]4[C:11]([CH:12]=[CH:13][CH:14]=[N:15]4)=[C:10]([OH:25])[C:9]=3[C:8]2=[O:31])=[CH:32][CH:33]=1. (6) Given the reactants [Br:1][C:2]1[CH:3]=[C:4]([OH:9])[CH:5]=[N:6][C:7]=1[Cl:8].[CH3:10][C:11]([Si:14]([CH3:29])([CH3:28])[O:15][CH2:16][C@H:17]([NH:20][C:21](=[O:27])[O:22][C:23]([CH3:26])([CH3:25])[CH3:24])[CH2:18]O)([CH3:13])[CH3:12].C1C=CC(P(C2C=CC=CC=2)C2C=CC=CC=2)=CC=1.CCOC(/N=N/C(OCC)=O)=O, predict the reaction product. The product is: [Br:1][C:2]1[CH:3]=[C:4]([O:9][CH2:18][C@@H:17]([NH:20][C:21](=[O:27])[O:22][C:23]([CH3:26])([CH3:25])[CH3:24])[CH2:16][O:15][Si:14]([C:11]([CH3:12])([CH3:13])[CH3:10])([CH3:29])[CH3:28])[CH:5]=[N:6][C:7]=1[Cl:8].